Dataset: Reaction yield outcomes from USPTO patents with 853,638 reactions. Task: Predict the reaction yield, written as a fraction of the theoretical maximum amount of product (1.0 means a 100% yield; for example, 0.34 means a 34% yield). (1) The reactants are [C:1]1([N:11]2[C:23]3[CH:22]=[CH:21][CH:20]=[CH:19][C:18]=3[C:17]3[C:12]2=[CH:13][CH:14]=[CH:15][CH:16]=3)[C:10]2[C:5](=[CH:6][CH:7]=[CH:8][CH:9]=2)[CH:4]=[CH:3][CH:2]=1.C(OCC)(=O)C.[Br:30]N1C(=O)CCC1=O. The catalyst is C1(C)C=CC=CC=1. The product is [Br:30][C:20]1[CH:21]=[CH:22][C:23]2[N:11]([C:1]3[C:10]4[C:5](=[CH:6][CH:7]=[CH:8][CH:9]=4)[CH:4]=[CH:3][CH:2]=3)[C:12]3[C:17]([C:18]=2[CH:19]=1)=[CH:16][CH:15]=[CH:14][CH:13]=3. The yield is 0.990. (2) The reactants are O=P(Cl)(Cl)Cl.[CH:6]([C:9]1[N:14]=[C:13]([C:15]([OH:17])=O)[CH:12]=[CH:11][CH:10]=1)([CH3:8])[CH3:7].[C:18]([C:21]1[C:26]([NH2:27])=[C:25]([CH3:28])[C:24]([O:29][CH3:30])=[CH:23][CH:22]=1)(=[O:20])[CH3:19].C(=O)(O)[O-].[Na+]. The catalyst is N1C=CC=CC=1. The product is [C:18]([C:21]1[C:26]([NH:27][C:15]([C:13]2[CH:12]=[CH:11][CH:10]=[C:9]([CH:6]([CH3:7])[CH3:8])[N:14]=2)=[O:17])=[C:25]([CH3:28])[C:24]([O:29][CH3:30])=[CH:23][CH:22]=1)(=[O:20])[CH3:19]. The yield is 0.720.